From a dataset of Reaction yield outcomes from USPTO patents with 853,638 reactions. Predict the reaction yield, written as a fraction of the theoretical maximum amount of product (1.0 means a 100% yield; for example, 0.34 means a 34% yield). (1) The reactants are [CH3:1][C:2]1[C:8]([N+:9]([O-:11])=[O:10])=[CH:7][CH:6]=[CH:5][C:3]=1[NH2:4].C(O)(=O)C.[N:16]([O-])=O.[Na+]. The catalyst is O. The product is [N+:9]([C:8]1[CH:7]=[CH:6][CH:5]=[C:3]2[C:2]=1[CH:1]=[N:16][NH:4]2)([O-:11])=[O:10]. The yield is 0.700. (2) The reactants are COC[O:4][CH2:5][C:6]1[N:7]=[C:8]([C:13]2[CH:18]=[CH:17][CH:16]=[CH:15][CH:14]=2)[O:9][C:10]=1[CH:11]=[O:12].Cl.O1CCCC1. The catalyst is O. The product is [OH:4][CH2:5][C:6]1[N:7]=[C:8]([C:13]2[CH:18]=[CH:17][CH:16]=[CH:15][CH:14]=2)[O:9][C:10]=1[CH:11]=[O:12]. The yield is 0.700. (3) The reactants are [CH:1](NC(C)C)(C)C.C([Li])CCC.[Cl:13][C:14]1[CH:19]=[CH:18][CH:17]=[CH:16][C:15]=1[CH2:20][O:21][C:22]1[C:27]([O:28][CH2:29][C:30]2[CH:35]=[CH:34][CH:33]=[CH:32][C:31]=2[Cl:36])=[CH:26][CH:25]=[CH:24][C:23]=1[CH:37]([OH:41])[C:38]([OH:40])=[O:39].CI. The catalyst is C1COCC1.CN1C(=O)N(C)CCC1. The product is [Cl:36][C:31]1[CH:32]=[CH:33][CH:34]=[CH:35][C:30]=1[CH:29]([O:28][C:27]1[C:22]([O:21][CH2:20][C:15]2[CH:16]=[CH:17][CH:18]=[CH:19][C:14]=2[Cl:13])=[C:23]([CH:37]([OH:41])[C:38]([OH:40])=[O:39])[CH:24]=[CH:25][CH:26]=1)[CH3:1]. The yield is 0.310. (4) The reactants are C1COCC1.[CH3:6][O:7][C:8]1[CH:9]=[C:10]([CH:20]=[CH:21][C:22]([N:24]2[CH2:28][CH:27]([C:29]3[CH:34]=[CH:33][CH:32]=[CH:31][CH:30]=3)[CH:26](/[CH:35]=[N:36]/O)[CH2:25]2)=[O:23])[CH:11]=[CH:12][C:13]=1[N:14]1[CH:18]=[C:17]([CH3:19])[N:16]=[CH:15]1.C1N=CN(C(N2C=NC=C2)=O)C=1.C(=O)(O)[O-].[Na+]. The catalyst is C(OCC)(=O)C. The product is [CH3:6][O:7][C:8]1[CH:9]=[C:10](/[CH:20]=[CH:21]/[C:22]([N:24]2[CH2:28][CH:27]([C:29]3[CH:30]=[CH:31][CH:32]=[CH:33][CH:34]=3)[CH:26]([C:35]#[N:36])[CH2:25]2)=[O:23])[CH:11]=[CH:12][C:13]=1[N:14]1[CH:18]=[C:17]([CH3:19])[N:16]=[CH:15]1. The yield is 0.860. (5) The catalyst is [Pd].C(O)C. The product is [F:16][C:13]([F:14])([F:15])[O:12][C:10]1[C:5]2[N:6]=[C:7]([NH2:9])[S:8][C:4]=2[CH:3]=[CH:2][CH:11]=1. The reactants are Br[C:2]1[CH:11]=[C:10]([O:12][C:13]([F:16])([F:15])[F:14])[C:5]2[N:6]=[C:7]([NH2:9])[S:8][C:4]=2[CH:3]=1.C(N(CC)CC)C. The yield is 0.730. (6) The reactants are [C:1]([O:5][C:6]([N:8]1[CH2:13][C:12]([C:14]2[CH:19]=[C:18]([CH:20]3[CH2:25][CH2:24][N:23]([C:26](=[O:28])[CH3:27])[CH2:22][CH2:21]3)[CH:17]=[CH:16][C:15]=2[NH2:29])=[CH:11][CH2:10][CH2:9]1)=[O:7])([CH3:4])([CH3:3])[CH3:2].C1CN([P+](Br)(N2CCCC2)N2CCCC2)CC1.F[P-](F)(F)(F)(F)F.[C:54]([C:56]1[N:57]=[C:58]([C:69](O)=[O:70])[N:59]([CH2:61][O:62][CH2:63][CH2:64][Si:65]([CH3:68])([CH3:67])[CH3:66])[CH:60]=1)#[N:55].[K+].C(C1N=C(C([O-])=O)N(COCC[Si](C)(C)C)C=1)#N.CCN(C(C)C)C(C)C. The catalyst is C(Cl)Cl. The product is [C:1]([O:5][C:6]([N:8]1[CH2:13][C:12]([C:14]2[CH:19]=[C:18]([CH:20]3[CH2:21][CH2:22][N:23]([C:26](=[O:28])[CH3:27])[CH2:24][CH2:25]3)[CH:17]=[CH:16][C:15]=2[NH:29][C:69]([C:58]2[N:59]([CH2:61][O:62][CH2:63][CH2:64][Si:65]([CH3:68])([CH3:67])[CH3:66])[CH:60]=[C:56]([C:54]#[N:55])[N:57]=2)=[O:70])=[CH:11][CH2:10][CH2:9]1)=[O:7])([CH3:4])([CH3:2])[CH3:3]. The yield is 0.980. (7) The reactants are C1(C)C=CC=CC=1.N(C(C)C)(C(C)C)CC.[C:17]1([C:23]#[CH:24])[CH:22]=[CH:21][CH:20]=[CH:19][CH:18]=1.I[Si:26]([CH3:29])([CH3:28])[CH3:27]. The yield is 0.900. The product is [C:17]1([C:23]#[C:24][Si:26]([CH3:29])([CH3:28])[CH3:27])[CH:22]=[CH:21][CH:20]=[CH:19][CH:18]=1. The catalyst is CCCCCC. (8) The reactants are [N+:1]([O-:4])(O)=[O:2].[OH:5][C:6]1[CH:11]=[CH:10][CH:9]=[CH:8][C:7]=1[S:12]([N:15]([CH3:17])[CH3:16])(=[O:14])=[O:13].O. The catalyst is C(O)(=O)C.[Cl-].[Na+].O. The product is [OH:5][C:6]1[C:11]([N+:1]([O-:4])=[O:2])=[CH:10][CH:9]=[CH:8][C:7]=1[S:12]([N:15]([CH3:17])[CH3:16])(=[O:14])=[O:13]. The yield is 0.200.